This data is from Forward reaction prediction with 1.9M reactions from USPTO patents (1976-2016). The task is: Predict the product of the given reaction. (1) Given the reactants [F:1][C:2]1[CH:7]=[C:6]([C:8]2[CH:13]=[CH:12][C:11]([O:14][CH2:15][C:16]3[CH:25]=[CH:24][C:23]4[C:18](=[CH:19][CH:20]=[CH:21][CH:22]=4)[N:17]=3)=[CH:10][CH:9]=2)[C:5]([OH:26])=[CH:4][CH:3]=1.[F:27][C:28]([F:41])([F:40])[S:29](O[S:29]([C:28]([F:41])([F:40])[F:27])(=[O:31])=[O:30])(=[O:31])=[O:30], predict the reaction product. The product is: [F:27][C:28]([F:41])([F:40])[S:29]([O:26][C:5]1[CH:4]=[CH:3][C:2]([F:1])=[CH:7][C:6]=1[C:8]1[CH:13]=[CH:12][C:11]([O:14][CH2:15][C:16]2[CH:25]=[CH:24][C:23]3[C:18](=[CH:19][CH:20]=[CH:21][CH:22]=3)[N:17]=2)=[CH:10][CH:9]=1)(=[O:31])=[O:30]. (2) Given the reactants O[CH:2]1[CH:8]([NH:9][C:10](=[O:16])[O:11][C:12]([CH3:15])([CH3:14])[CH3:13])[CH2:7][CH2:6][N:5]([S:17]([C:20]2[CH:26]=[CH:25][C:23]([CH3:24])=[CH:22][CH:21]=2)(=[O:19])=[O:18])[C:4]2[CH:27]=[CH:28][CH:29]=[CH:30][C:3]1=2.N1C=CN=C1.C1(P(C2C=CC=CC=2)C2C=CC=CC=2)C=CC=CC=1.II, predict the reaction product. The product is: [S:17]([N:5]1[CH2:6][CH2:7][C:8]([NH:9][C:10](=[O:16])[O:11][C:12]([CH3:13])([CH3:14])[CH3:15])=[CH:2][C:3]2[CH:30]=[CH:29][CH:28]=[CH:27][C:4]1=2)([C:20]1[CH:21]=[CH:22][C:23]([CH3:24])=[CH:25][CH:26]=1)(=[O:18])=[O:19]. (3) The product is: [Br:1][C:2]1[CH:7]=[CH:6][C:5]([NH:8][C:9]2[C:14]([C:15]([OH:17])=[O:16])=[CH:13][N:12]3[CH:19]=[CH:20][N:21]=[C:11]3[C:10]=2[Cl:22])=[C:4]([Cl:23])[CH:3]=1. Given the reactants [Br:1][C:2]1[CH:7]=[CH:6][C:5]([NH:8][C:9]2[C:14]([C:15]([O:17]C)=[O:16])=[CH:13][N:12]3[CH:19]=[CH:20][N:21]=[C:11]3[C:10]=2[Cl:22])=[C:4]([Cl:23])[CH:3]=1.[OH-].[Na+], predict the reaction product.